Dataset: Full USPTO retrosynthesis dataset with 1.9M reactions from patents (1976-2016). Task: Predict the reactants needed to synthesize the given product. Given the product [NH2:1][C:2]1[C:7]([CH2:8][CH2:9][C:10]([O:24][CH2:23][CH3:22])=[O:11])=[C:6]([Cl:13])[N:5]=[C:4](/[CH:14]=[CH:15]/[C:16]2[CH:21]=[CH:20][CH:19]=[CH:18][CH:17]=2)[N:3]=1, predict the reactants needed to synthesize it. The reactants are: [NH2:1][C:2]1[C:7]([CH2:8][CH2:9][C:10](N)=[O:11])=[C:6]([Cl:13])[N:5]=[C:4](/[CH:14]=[CH:15]/[C:16]2[CH:21]=[CH:20][CH:19]=[CH:18][CH:17]=2)[N:3]=1.[CH3:22][CH2:23][OH:24].